Binary Classification. Given a T-cell receptor sequence (or CDR3 region) and an epitope sequence, predict whether binding occurs between them. From a dataset of TCR-epitope binding with 47,182 pairs between 192 epitopes and 23,139 TCRs. (1) The epitope is NLWNTFTRL. The TCR CDR3 sequence is RASSLVFRASNYGYTF. Result: 0 (the TCR does not bind to the epitope). (2) The epitope is QASQEVKNW. The TCR CDR3 sequence is CASSRLGQQETQYF. Result: 0 (the TCR does not bind to the epitope). (3) The TCR CDR3 sequence is CASSSGLAVFQETQYF. The epitope is KLPDDFTGCV. Result: 1 (the TCR binds to the epitope). (4) The epitope is NLSALGIFST. The TCR CDR3 sequence is CAPRGGTNTGELFF. Result: 0 (the TCR does not bind to the epitope). (5) The epitope is PKYVKQNTLKLAT. The TCR CDR3 sequence is CASLVGGGDTGELFF. Result: 1 (the TCR binds to the epitope). (6) The epitope is KRWIILGLNK. The TCR CDR3 sequence is CASSLDVNEQFF. Result: 1 (the TCR binds to the epitope).